The task is: Predict the product of the given reaction.. This data is from Forward reaction prediction with 1.9M reactions from USPTO patents (1976-2016). (1) The product is: [CH3:15][N:16]([CH:18]=[C:4]([C:3](=[O:10])[C:2]([F:11])([F:12])[F:1])[C:5]([O:7][CH2:8][CH3:9])=[O:6])[CH3:17]. Given the reactants [F:1][C:2]([F:12])([F:11])[C:3](=[O:10])[CH2:4][C:5]([O:7][CH2:8][CH3:9])=[O:6].CO[CH:15](OC)[N:16]([CH3:18])[CH3:17], predict the reaction product. (2) Given the reactants [C:1](OC(=O)C)(=[O:3])[CH3:2].C[NH:9][C:10]1[CH:15]=[CH:14][C:13]2[C:16]3([O:34][C:35](=[O:36])[C:12]=2[C:11]=1[NH2:37])[C:29]1[C:24](=[CH:25][C:26]([OH:31])=[C:27]([F:30])[CH:28]=1)[O:23][C:22]1[C:17]3=[CH:18][C:19]([F:33])=[C:20]([OH:32])[CH:21]=1.[C:38]([O-:41])([O-])=O.[Cs+].[Cs+].[C:44](#N)C, predict the reaction product. The product is: [NH2:37][C:11]1[C:10]([NH2:9])=[CH:15][CH:14]=[C:13]2[C:12]=1[C:35](=[O:36])[O:34][C:16]12[C:17]2[CH:18]=[C:19]([F:33])[C:20]([O:32][C:1](=[O:3])[CH3:2])=[CH:21][C:22]=2[O:23][C:24]2[C:29]1=[CH:28][C:27]([F:30])=[C:26]([O:31][C:38](=[O:41])[CH3:44])[CH:25]=2. (3) Given the reactants Cl[C:2]1[C:12]2[O:11][CH2:10][CH2:9][N:8]([CH3:13])[C:7](=[O:14])[C:6]=2[CH:5]=[CH:4][C:3]=1[O:15][C:16]1[CH:17]=[C:18]([CH:28]=[C:29]([O:31][C@H:32]2[CH2:36][CH2:35][O:34][CH2:33]2)[CH:30]=1)[C:19]([NH:21][C:22]1[CH:26]=[CH:25][N:24]([CH3:27])[N:23]=1)=[O:20].C([O-])=O.[NH4+], predict the reaction product. The product is: [CH3:13][N:8]1[C:7](=[O:14])[C:6]2[CH:5]=[CH:4][C:3]([O:15][C:16]3[CH:17]=[C:18]([CH:28]=[C:29]([O:31][C@H:32]4[CH2:36][CH2:35][O:34][CH2:33]4)[CH:30]=3)[C:19]([NH:21][C:22]3[CH:26]=[CH:25][N:24]([CH3:27])[N:23]=3)=[O:20])=[CH:2][C:12]=2[O:11][CH2:10][CH2:9]1. (4) Given the reactants [O:1]1[CH:5]=[CH:4][CH:3]=[C:2]1[CH2:6][N:7]1[C:15]2[C:10](=[CH:11][CH:12]=[CH:13][CH:14]=2)[C:9]([CH:16]2[CH2:21][CH2:20][NH:19][CH2:18][CH2:17]2)=[CH:8]1.C([O:24][C:25](=[O:34])[C:26]1[CH:31]=[CH:30][CH:29]=[CH:28][C:27]=1[CH2:32]Br)C, predict the reaction product. The product is: [O:1]1[CH:5]=[CH:4][CH:3]=[C:2]1[CH2:6][N:7]1[C:15]2[C:10](=[CH:11][CH:12]=[CH:13][CH:14]=2)[C:9]([CH:16]2[CH2:21][CH2:20][N:19]([CH2:32][C:27]3[CH:28]=[CH:29][CH:30]=[CH:31][C:26]=3[C:25]([OH:34])=[O:24])[CH2:18][CH2:17]2)=[CH:8]1. (5) Given the reactants [O:1]1[C@@H:6]2[CH2:7][NH:8][CH2:9][C@H:5]2[O:4][CH2:3][CH2:2]1.C([O-])([O-])=O.[K+].[K+].[Cl:16][C:17]1[CH:18]=[C:19]([NH:24][C:25]2[C:34]3[C:29](=[CH:30][C:31]([O:40][CH3:41])=[C:32]([O:35][CH2:36][CH2:37][CH2:38]Cl)[CH:33]=3)[N:28]=[CH:27][N:26]=2)[CH:20]=[CH:21][C:22]=1[F:23], predict the reaction product. The product is: [Cl:16][C:17]1[CH:18]=[C:19]([NH:24][C:25]2[C:34]3[C:29](=[CH:30][C:31]([O:40][CH3:41])=[C:32]([O:35][CH2:36][CH2:37][CH2:38][N:8]4[CH2:7][C@@H:6]5[O:1][CH2:2][CH2:3][O:4][C@H:5]5[CH2:9]4)[CH:33]=3)[N:28]=[CH:27][N:26]=2)[CH:20]=[CH:21][C:22]=1[F:23]. (6) Given the reactants CC1N2C(=O)NN=C2C=CC=1[B:12]1[O:16][C:15]([CH3:18])([CH3:17])[C:14]([CH3:20])([CH3:19])[O:13]1.Br[C:22]1[CH:23]=[CH:24][CH:25]=[C:26]2[C:30]=1[N:29]([CH3:31])[N:28]=[C:27]2[NH:32][CH2:33][CH:34]([F:36])[F:35], predict the reaction product. The product is: [F:35][CH:34]([F:36])[CH2:33][NH:32][C:27]1[C:26]2[C:30](=[C:22]([B:12]3[O:16][C:15]([CH3:18])([CH3:17])[C:14]([CH3:20])([CH3:19])[O:13]3)[CH:23]=[CH:24][CH:25]=2)[N:29]([CH3:31])[N:28]=1. (7) Given the reactants [Cl:1][C:2]1[CH:3]=[C:4]([C@:8]([C@@H:16]2[CH2:21][CH2:20][CH2:19][N:18](C(OC(C)(C)C)=O)[CH2:17]2)([OH:15])[CH2:9][O:10][CH2:11][CH2:12][O:13][CH3:14])[CH:5]=[CH:6][CH:7]=1, predict the reaction product. The product is: [Cl:1][C:2]1[CH:3]=[C:4]([C@:8]([C@@H:16]2[CH2:21][CH2:20][CH2:19][NH:18][CH2:17]2)([OH:15])[CH2:9][O:10][CH2:11][CH2:12][O:13][CH3:14])[CH:5]=[CH:6][CH:7]=1. (8) The product is: [C:1]([C:4]1[C:22](=[O:23])[C@@:8]2([CH3:24])[C:9]3[C:15]([OH:16])=[CH:14][C:13]([O:17][CH3:18])=[C:12]([C:19]([NH:21][CH2:36][C:35]4[C:38]([CH3:40])=[CH:39][C:32]([O:31][CH2:26][C:27]#[C:28][CH2:29][CH3:30])=[C:33]([CH3:42])[C:34]=4[CH3:41])=[O:20])[C:10]=3[O:11][C:7]2=[CH:6][C:5]=1[OH:25])(=[O:3])[CH3:2]. Given the reactants [C:1]([C:4]1[C:22](=[O:23])[C@@:8]2([CH3:24])[C:9]3[C:15]([OH:16])=[CH:14][C:13]([O:17][CH3:18])=[C:12]([C:19]([NH2:21])=[O:20])[C:10]=3[O:11][C:7]2=[CH:6][C:5]=1[OH:25])(=[O:3])[CH3:2].[CH2:26]([O:31][C:32]1[CH:39]=[C:38]([CH3:40])[C:35]([CH:36]=O)=[C:34]([CH3:41])[C:33]=1[CH3:42])[C:27]#[C:28][CH2:29][CH3:30].C([SiH](CC)CC)C.FC(F)(F)C(O)=O, predict the reaction product.